Task: Predict which catalyst facilitates the given reaction.. Dataset: Catalyst prediction with 721,799 reactions and 888 catalyst types from USPTO (1) Reactant: CO[C:3]([C:5]1[NH:6][C:7]2[CH:8]=[C:9]([NH:19][C:20]([O:22][C:23]([CH3:26])([CH3:25])[CH3:24])=[O:21])[CH:10]=[C:11]3[C:17](=[O:18])[NH:16][N:15]=[CH:14][C:13]=1[C:12]=23)=O.C([Sn](CCCC)(CCCC)C1[N:33]=[CH:34][N:35]([CH3:37])[CH:36]=1)CCC. Product: [C:23]([O:22][C:20](=[O:21])[NH:19][C:9]1[CH:10]=[C:11]2[C:17](=[O:18])[NH:16][N:15]=[CH:14][C:13]3=[C:5]([C:3]4[N:33]=[CH:34][N:35]([CH3:37])[CH:36]=4)[NH:6][C:7]([CH:8]=1)=[C:12]23)([CH3:25])([CH3:24])[CH3:26]. The catalyst class is: 1. (2) Reactant: C[O:2][C:3]([C:5]1[C:10]([O:11][CH2:12][C:13]([F:16])([F:15])[F:14])=[CH:9][CH:8]=[CH:7][N:6]=1)=[O:4].[Li+].[OH-]. Product: [F:16][C:13]([F:14])([F:15])[CH2:12][O:11][C:10]1[C:5]([C:3]([OH:4])=[O:2])=[N:6][CH:7]=[CH:8][CH:9]=1. The catalyst class is: 24. (3) Reactant: [F:1][C:2]1[CH:7]=[C:6]([CH3:8])[C:5]([S:9][CH2:10][C:11]([F:14])([F:13])[F:12])=[CH:4][C:3]=1[N:15]1C(=NO)C(=C)[C:17]([O:23][C:24]([F:33])([F:32])[CH:25]([F:31])[O:26][C:27]([F:30])([F:29])[F:28])=[N:16]1.C([N:36]([CH2:39][CH3:40])CC)C.F[C:42](F)(F)C(OC(=O)C(F)(F)F)=O. Product: [C:39]([C:40]1[N:15]([C:3]2[CH:4]=[C:5]([S:9][CH2:10][C:11]([F:14])([F:12])[F:13])[C:6]([CH3:8])=[CH:7][C:2]=2[F:1])[N:16]=[C:17]([O:23][C:24]([F:32])([F:33])[CH:25]([F:31])[O:26][C:27]([F:28])([F:29])[F:30])[CH:42]=1)#[N:36]. The catalyst class is: 7. (4) The catalyst class is: 5. Reactant: [C:1]([O:5][CH3:6])(=[O:4])[CH:2]=[CH2:3].[CH2:7]([NH2:14])[C:8]1[CH:13]=[CH:12][CH:11]=[CH:10][CH:9]=1. Product: [CH3:6][O:5][C:1]([CH2:2][CH2:3][N:14]([CH2:7][C:8]1[CH:13]=[CH:12][CH:11]=[CH:10][CH:9]=1)[CH2:3][CH2:2][C:1]([O:5][CH3:6])=[O:4])=[O:4]. (5) Reactant: Cl[C:2]1[N:10]=[CH:9][N:8]=[C:7]2[C:3]=1[N:4]=[C:5]([C:18]1[CH:23]=[CH:22][CH:21]=[CH:20][C:19]=1[Cl:24])[N:6]2[C:11]1[CH:16]=[CH:15][C:14]([Cl:17])=[CH:13][CH:12]=1.[NH2:25][C@H:26]1[CH2:31][CH2:30][CH2:29][N:28]([C:32]([O:34][C:35]([CH3:38])([CH3:37])[CH3:36])=[O:33])[CH2:27]1.C(N(CC)CC)C. Product: [Cl:24][C:19]1[CH:20]=[CH:21][CH:22]=[CH:23][C:18]=1[C:5]1[N:6]([C:11]2[CH:12]=[CH:13][C:14]([Cl:17])=[CH:15][CH:16]=2)[C:7]2[C:3]([N:4]=1)=[C:2]([NH:25][C@H:26]1[CH2:31][CH2:30][CH2:29][N:28]([C:32]([O:34][C:35]([CH3:38])([CH3:37])[CH3:36])=[O:33])[CH2:27]1)[N:10]=[CH:9][N:8]=2. The catalyst class is: 8. (6) Reactant: C(OC([N:8]1[CH2:13][CH2:12][N:11]([S:14]([C:17]2[CH:22]=[CH:21][C:20]([Br:23])=[CH:19][CH:18]=2)(=[O:16])=[O:15])[CH2:10][CH2:9]1)=O)(C)(C)C. Product: [Br:23][C:20]1[CH:19]=[CH:18][C:17]([S:14]([N:11]2[CH2:12][CH2:13][NH:8][CH2:9][CH2:10]2)(=[O:16])=[O:15])=[CH:22][CH:21]=1. The catalyst class is: 281.